From a dataset of Forward reaction prediction with 1.9M reactions from USPTO patents (1976-2016). Predict the product of the given reaction. (1) Given the reactants [N:1]([CH2:4][CH:5]1[CH:10]([CH2:11][N:12]=[N+]=[N-])[C@H:9]2[N:15]([C:16]([O:18][CH2:19][C:20]3[CH:25]=[CH:24][CH:23]=[CH:22][CH:21]=3)=[O:17])[C@@H:6]1[CH2:7][CH2:8]2)=[N+]=[N-].P(C)(C)[CH3:27].[CH2:30]1[CH2:34]OC[CH2:31]1.[CH3:35][C:36]([O:39][C:40](O[C:40]([O:39][C:36]([CH3:38])([CH3:37])[CH3:35])=[O:41])=[O:41])([CH3:38])[CH3:37].C1C[O:53][CH2:52]C1.[OH2:55], predict the reaction product. The product is: [C:30]([O:55][C:52]([NH:1][CH2:4][CH:5]1[CH:10]([CH2:11][NH:12][C:40]([O:39][C:36]([CH3:38])([CH3:35])[CH3:37])=[O:41])[C@H:9]2[N:15]([C:16]([O:18][CH2:19][C:20]3[CH:25]=[CH:24][CH:23]=[CH:22][CH:21]=3)=[O:17])[C@@H:6]1[CH2:7][CH2:8]2)=[O:53])([CH3:31])([CH3:34])[CH3:27]. (2) Given the reactants [H-].[Na+].Br[C:4]1[C:5]([NH:11][S:12]([C:15]2[CH:20]=[CH:19][CH:18]=[C:17]([Cl:21])[C:16]=2[Cl:22])(=[O:14])=[O:13])=[N:6][CH:7]=[C:8]([CH3:10])[N:9]=1.[C:23]([OH:35])(=O)[CH2:24][C:25]([CH2:30][C:31]([OH:33])=O)(C(O)=O)O, predict the reaction product. The product is: [Cl:22][C:16]1[C:17]([Cl:21])=[CH:18][CH:19]=[CH:20][C:15]=1[S:12]([NH:11][C:5]1[C:4]([O:33][CH2:31][C:30]2[O:35][CH:23]=[CH:24][CH:25]=2)=[N:9][C:8]([CH3:10])=[CH:7][N:6]=1)(=[O:14])=[O:13]. (3) Given the reactants O=C(N(C(=O)CC)C1C(C2CCCC2)=CC=CC=1S([Cl:20])(=O)=O)CC.Cl.N[C@@H](CCCC1C=NC(N)=CN=1)C(N1CCC(=C(F)F)CC1)=O.[NH2:49][C:50]1[N:51]=[CH:52][C:53]([CH2:56][CH2:57][CH2:58][C@H:59]([NH:71][S:72]([C:75]2[CH:80]=[CH:79][CH:78]=[C:77]([CH:81]3[CH2:85][CH2:84][CH2:83][CH2:82]3)[C:76]=2[NH:86][C:87](=[O:90])[CH2:88][CH3:89])(=[O:74])=[O:73])[C:60]([N:62]2[CH2:67][CH2:66][C:65](=[C:68]([F:70])[F:69])[CH2:64][CH2:63]2)=[O:61])=[N:54][CH:55]=1, predict the reaction product. The product is: [ClH:20].[NH2:49][C:50]1[N:51]=[CH:52][C:53]([CH2:56][CH2:57][CH2:58][C@H:59]([NH:71][S:72]([C:75]2[CH:80]=[CH:79][CH:78]=[C:77]([CH:81]3[CH2:85][CH2:84][CH2:83][CH2:82]3)[C:76]=2[NH:86][C:87](=[O:90])[CH2:88][CH3:89])(=[O:74])=[O:73])[C:60]([N:62]2[CH2:63][CH2:64][C:65](=[C:68]([F:69])[F:70])[CH2:66][CH2:67]2)=[O:61])=[N:54][CH:55]=1. (4) Given the reactants Cl[C:2]1[C:3]2[C:4](=[CH:16][N:17](CC3C=CC(OC)=CC=3)[N:18]=2)[N:5]=[C:6]([C:8]([C:10]2[CH:15]=[CH:14][CH:13]=[CH:12][CH:11]=2)=[O:9])[N:7]=1.[NH2:28][C:29]1[CH:34]=[CH:33][C:32]([C:35]([N:37]2[CH2:41][CH2:40][CH2:39][CH2:38]2)=[O:36])=[CH:31][CH:30]=1.Cl, predict the reaction product. The product is: [C:8]([C:6]1[N:7]=[C:2]([NH:28][C:29]2[CH:34]=[CH:33][C:32]([C:35]([N:37]3[CH2:38][CH2:39][CH2:40][CH2:41]3)=[O:36])=[CH:31][CH:30]=2)[C:3]2[NH:18][N:17]=[CH:16][C:4]=2[N:5]=1)(=[O:9])[C:10]1[CH:11]=[CH:12][CH:13]=[CH:14][CH:15]=1. (5) Given the reactants [CH3:1][C:2]1[S:6][C:5]([C:7]2[CH:12]=[CH:11][CH:10]=[CH:9][CH:8]=2)=[N:4][C:3]=1[CH2:13][CH2:14][CH2:15][OH:16].[F:17][C:18]1[C:26](O)=[CH:25][CH:24]=[C:23]([F:28])[C:19]=1[C:20]([NH2:22])=[O:21].C1C=CC(P(C2C=CC=CC=2)C2C=CC=CC=2)=CC=1.N(C(OC(C)C)=O)=NC(OC(C)C)=O, predict the reaction product. The product is: [F:17][C:18]1[C:26]([O:16][CH2:15][CH2:14][CH2:13][C:3]2[N:4]=[C:5]([C:7]3[CH:12]=[CH:11][CH:10]=[CH:9][CH:8]=3)[S:6][C:2]=2[CH3:1])=[CH:25][CH:24]=[C:23]([F:28])[C:19]=1[C:20]([NH2:22])=[O:21]. (6) Given the reactants [CH3:1][C:2]1[CH:3]=[C:4]([CH:9]=[CH:10][CH:11]=1)[C:5]([O:7][CH3:8])=[O:6].[Br:12]N1C(=O)CCC1=O.C(OOC(=O)C1C=CC=CC=1)(=O)C1C=CC=CC=1, predict the reaction product. The product is: [Br:12][CH2:1][C:2]1[CH:3]=[C:4]([CH:9]=[CH:10][CH:11]=1)[C:5]([O:7][CH3:8])=[O:6]. (7) Given the reactants Cl.N1CCCC[C:3]1=[O:8].CC[N:11]([CH2:14][CH3:15])[CH2:12][CH3:13].Cl[C:17]([O:19][CH2:20][CH3:21])=[O:18], predict the reaction product. The product is: [O:8]=[C:3]1[CH2:13][CH2:12][N:11]([C:17]([O:19][CH2:20][CH3:21])=[O:18])[CH2:14][CH2:15]1.